This data is from Forward reaction prediction with 1.9M reactions from USPTO patents (1976-2016). The task is: Predict the product of the given reaction. (1) Given the reactants [Cl:1][C:2]1[CH:3]=[C:4]2[C:9](=[CH:10][C:11]=1[O:12][CH3:13])[NH:8][C:7](=[O:14])[C:6]([CH:15]=[N:16][S:17]([C:19]([CH3:22])([CH3:21])[CH3:20])=[O:18])=[CH:5]2.[CH2:23](Cl)Cl.C[Mg]Br.CCCCCCC, predict the reaction product. The product is: [Cl:1][C:2]1[CH:3]=[C:4]2[C:9](=[CH:10][C:11]=1[O:12][CH3:13])[NH:8][C:7](=[O:14])[C:6]([CH:15]([NH:16][S:17]([C:19]([CH3:22])([CH3:21])[CH3:20])=[O:18])[CH3:23])=[CH:5]2. (2) Given the reactants [NH2:1][CH:2]1[N:8]=[C:7]([C:9]2[CH:14]=[CH:13][CH:12]=[CH:11][C:10]=2[Cl:15])[C:6]2[CH:16]=[C:17]([Cl:20])[CH:18]=[CH:19][C:5]=2[N:4]([CH3:21])[C:3]1=[O:22].[N:23]([C:26]1[C:35]2[C:30](=[CH:31][CH:32]=[CH:33][CH:34]=2)[C:29]([N:36]([CH3:38])[CH3:37])=[CH:28][CH:27]=1)=[C:24]=[S:25], predict the reaction product. The product is: [Cl:20][C:17]1[CH:18]=[CH:19][C:5]2[N:4]([CH3:21])[C:3](=[O:22])[CH:2]([NH:1][C:24]([NH:23][C:26]3[C:35]4[C:30](=[CH:31][CH:32]=[CH:33][CH:34]=4)[C:29]([N:36]([CH3:38])[CH3:37])=[CH:28][CH:27]=3)=[S:25])[N:8]=[C:7]([C:9]3[CH:14]=[CH:13][CH:12]=[CH:11][C:10]=3[Cl:15])[C:6]=2[CH:16]=1. (3) The product is: [Br:36][C:20]1[C:12]2[C:11]3[CH:10]=[CH:9][C:8]([C:7]4[C:2]([F:1])=[C:3]([NH:22][S:23]([CH2:26][CH2:27][CH3:28])(=[O:24])=[O:25])[CH:4]=[CH:5][C:6]=4[F:21])=[CH:17][C:16]=3[CH:15]=[N:14][C:13]=2[NH:18][N:19]=1. Given the reactants [F:1][C:2]1[C:7]([C:8]2[CH:9]=[CH:10][C:11]3[C:12]4[CH:20]=[N:19][NH:18][C:13]=4[N:14]=[CH:15][C:16]=3[CH:17]=2)=[C:6]([F:21])[CH:5]=[CH:4][C:3]=1[NH:22][S:23]([CH2:26][CH2:27][CH3:28])(=[O:25])=[O:24].C1C(=O)N([Br:36])C(=O)C1, predict the reaction product.